From a dataset of Full USPTO retrosynthesis dataset with 1.9M reactions from patents (1976-2016). Predict the reactants needed to synthesize the given product. (1) Given the product [F:17][C:14]1[CH:15]=[CH:16][C:11]([C:10]2[S:18][CH:6]([C:28]3[CH:27]=[CH:26][CH:23]=[C:22]([O:29][Si:30]([CH:31]([CH3:32])[CH3:33])([CH:34]([CH3:36])[CH3:35])[CH:37]([CH3:38])[CH3:39])[C:21]=3[O:20][CH3:19])[N:8]([C:52]([C:51]3[C:50]([F:49])=[CH:58][C:57]([F:59])=[CH:56][C:55]=3[F:60])=[O:53])[N:9]=2)=[CH:12][CH:13]=1, predict the reactants needed to synthesize it. The reactants are: C(O[C:6]([NH:8][NH:9][C:10](=[S:18])[C:11]1[CH:16]=[CH:15][C:14]([F:17])=[CH:13][CH:12]=1)=O)(C)(C)C.[CH3:19][O:20][C:21]1[C:22]([O:29][Si:30]([CH:37]([CH3:39])[CH3:38])([CH:34]([CH3:36])[CH3:35])[CH:31]([CH3:33])[CH3:32])=[C:23]([CH:26]=[CH:27][CH:28]=1)C=O.CCN(C(C)C)C(C)C.[F:49][C:50]1[CH:58]=[C:57]([F:59])[CH:56]=[C:55]([F:60])[C:51]=1[C:52](Cl)=[O:53].Cl. (2) Given the product [Cl:33][C:30]1[CH:31]=[CH:32][C:26]2[O:25][C:24]([NH:23][C:12](=[O:13])[CH:11]([C:8]3[CH:7]=[CH:6][C:5]([S:2]([CH3:1])(=[O:4])=[O:3])=[CH:10][CH:9]=3)[CH2:15][C:16]3[CH:21]=[CH:20][CH:19]=[CH:18][C:17]=3[CH3:22])=[N:28][C:27]=2[CH:29]=1, predict the reactants needed to synthesize it. The reactants are: [CH3:1][S:2]([C:5]1[CH:10]=[CH:9][C:8]([CH:11]([CH2:15][C:16]2[CH:21]=[CH:20][CH:19]=[CH:18][C:17]=2[CH3:22])[C:12](O)=[O:13])=[CH:7][CH:6]=1)(=[O:4])=[O:3].[NH2:23][C:24]1[O:25][C:26]2[CH:32]=[CH:31][C:30]([Cl:33])=[CH:29][C:27]=2[N:28]=1.CCN=C=NCCCN(C)C.Cl. (3) Given the product [F:1][C:2]1[CH:3]=[CH:4][C:5]([N:8]2[C:13](=[O:14])[C:12]([O:15][CH2:39][CH2:38][C:37]([CH3:41])=[CH2:36])=[C:11]([C:26]3[CH:27]=[CH:28][C:29]([S:32]([CH3:35])(=[O:34])=[O:33])=[CH:30][CH:31]=3)[CH:10]=[N:9]2)=[CH:6][CH:7]=1, predict the reactants needed to synthesize it. The reactants are: [F:1][C:2]1[CH:7]=[CH:6][C:5]([N:8]2[C:13](=[O:14])[C:12]([O:15]S(C3C=CC(C)=CC=3)(=O)=O)=[C:11]([C:26]3[CH:31]=[CH:30][C:29]([S:32]([CH3:35])(=[O:34])=[O:33])=[CH:28][CH:27]=3)[CH:10]=[N:9]2)=[CH:4][CH:3]=1.[CH3:36][C:37](=[CH2:41])[CH2:38][CH2:39]O.N.